This data is from Peptide-MHC class I binding affinity with 185,985 pairs from IEDB/IMGT. The task is: Regression. Given a peptide amino acid sequence and an MHC pseudo amino acid sequence, predict their binding affinity value. This is MHC class I binding data. (1) The peptide sequence is RSLFNTIAVLY. The MHC is HLA-B15:01 with pseudo-sequence HLA-B15:01. The binding affinity (normalized) is 0.242. (2) The peptide sequence is GPSHKARVL. The MHC is HLA-B81:01 with pseudo-sequence HLA-B81:01. The binding affinity (normalized) is 0.217. (3) The peptide sequence is KTPWDRFCK. The MHC is HLA-A02:01 with pseudo-sequence HLA-A02:01. The binding affinity (normalized) is 0.0847. (4) The peptide sequence is LSCAASGFTF. The MHC is HLA-A01:01 with pseudo-sequence HLA-A01:01. The binding affinity (normalized) is 0.0777. (5) The peptide sequence is AVFDSFVER. The MHC is HLA-B48:01 with pseudo-sequence HLA-B48:01. The binding affinity (normalized) is 0.0847. (6) The binding affinity (normalized) is 0.0847. The peptide sequence is HQKKNEISF. The MHC is HLA-A02:11 with pseudo-sequence HLA-A02:11. (7) The peptide sequence is EVIPMFSAL. The MHC is HLA-B53:01 with pseudo-sequence HLA-B53:01. The binding affinity (normalized) is 0.140.